This data is from Full USPTO retrosynthesis dataset with 1.9M reactions from patents (1976-2016). The task is: Predict the reactants needed to synthesize the given product. (1) Given the product [Cl:32][C:31]1[C:26]([CH:14]2[CH2:15][CH2:16][CH2:17][CH:18]([C:19]3[C:24]([Cl:25])=[CH:23][CH:22]=[CH:21][N:20]=3)[N:13]2[CH2:12][C:5]2[CH:6]=[CH:7][C:8]([C:10]#[N:11])=[CH:9][C:4]=2[CH2:3][OH:2])=[N:27][CH:28]=[CH:29][CH:30]=1, predict the reactants needed to synthesize it. The reactants are: C[O:2][C:3](=O)[C:4]1[CH:9]=[C:8]([C:10]#[N:11])[CH:7]=[CH:6][C:5]=1[CH2:12][N:13]1[CH:18]([C:19]2[C:24]([Cl:25])=[CH:23][CH:22]=[CH:21][N:20]=2)[CH2:17][CH2:16][CH2:15][CH:14]1[C:26]1[C:31]([Cl:32])=[CH:30][CH:29]=[CH:28][N:27]=1.[Li+].[BH4-]. (2) Given the product [ClH:38].[CH3:1][C:2]1[O:6][N:5]=[C:4]([CH2:7][N:8]2[C:13]3[CH:14]=[C:15]([C:17]4[CH:18]=[CH:19][CH:20]=[CH:21][CH:22]=4)[S:16][C:12]=3[C:11](=[O:23])[N:10]([CH:24]3[CH2:29][CH2:28][NH:27][CH2:26][CH2:25]3)[C:9]2=[O:37])[CH:3]=1, predict the reactants needed to synthesize it. The reactants are: [CH3:1][C:2]1[O:6][N:5]=[C:4]([CH2:7][N:8]2[C:13]3[CH:14]=[C:15]([C:17]4[CH:22]=[CH:21][CH:20]=[CH:19][CH:18]=4)[S:16][C:12]=3[C:11](=[O:23])[N:10]([CH:24]3[CH2:29][CH2:28][N:27](C(OC(C)(C)C)=O)[CH2:26][CH2:25]3)[C:9]2=[O:37])[CH:3]=1.[ClH:38]. (3) Given the product [CH3:26][O:27][C:28](=[O:37])[C:29]1[CH:34]=[CH:33][CH:32]=[C:31]([N:35]2[C:5]([C:7]3[C:12](=[O:13])[CH:11]=[CH:10][N:9]([C:14]4[CH:19]=[CH:18][CH:17]=[C:16]([O:20][C:21]([F:24])([F:23])[F:22])[CH:15]=4)[N:8]=3)=[CH:4][CH:3]=[N:2]2)[CH:30]=1, predict the reactants needed to synthesize it. The reactants are: C[N:2](C)/[CH:3]=[CH:4]/[C:5]([C:7]1[C:12](=[O:13])[CH:11]=[CH:10][N:9]([C:14]2[CH:19]=[CH:18][CH:17]=[C:16]([O:20][C:21]([F:24])([F:23])[F:22])[CH:15]=2)[N:8]=1)=O.[CH3:26][O:27][C:28](=[O:37])[C:29]1[CH:34]=[CH:33][CH:32]=[C:31]([NH:35]N)[CH:30]=1. (4) Given the product [NH2:8][C:6]1[CH:7]=[C:2]([F:1])[C:3]([C:11]#[N:12])=[N:4][CH:5]=1, predict the reactants needed to synthesize it. The reactants are: [F:1][C:2]1[C:3]([C:11]#[N:12])=[N:4][CH:5]=[C:6]([N+:8]([O-])=O)[CH:7]=1. (5) Given the product [C:8]1([C:24]2[CH:29]=[CH:28][CH:27]=[CH:26][CH:25]=2)[CH:13]=[CH:12][CH:11]=[CH:10][C:9]=1[C:14]([N:16]1[CH:23]2[CH:18]([CH2:19][CH2:20][N:21]([C:31]3[CH:40]=[N:39][C:38]4[C:33](=[CH:34][CH:35]=[CH:36][CH:37]=4)[N:32]=3)[CH2:22]2)[CH2:17]1)=[O:15], predict the reactants needed to synthesize it. The reactants are: FC(F)(F)C(O)=O.[C:8]1([C:24]2[CH:29]=[CH:28][CH:27]=[CH:26][CH:25]=2)[CH:13]=[CH:12][CH:11]=[CH:10][C:9]=1[C:14]([N:16]1[CH:23]2[CH:18]([CH2:19][CH2:20][NH:21][CH2:22]2)[CH2:17]1)=[O:15].Cl[C:31]1[CH:40]=[N:39][C:38]2[C:33](=[CH:34][CH:35]=[CH:36][CH:37]=2)[N:32]=1.C([O-])([O-])=O.[K+].[K+]. (6) The reactants are: [CH3:1][O:2][CH:3]([C:12]1[CH:17]=[CH:16][C:15]([O:18][CH3:19])=[CH:14][CH:13]=1)[CH2:4][CH:5]=[CH:6][CH:7]=[CH:8][C:9](Cl)=[O:10].[C:20]1([NH2:27])[CH:25]=[CH:24][CH:23]=[CH:22][C:21]=1[NH2:26].CN1CCOCC1. Given the product [NH2:26][C:21]1[CH:22]=[CH:23][CH:24]=[CH:25][C:20]=1[NH:27][C:9](=[O:10])[CH:8]=[CH:7][CH:6]=[CH:5][CH2:4][CH:3]([O:2][CH3:1])[C:12]1[CH:17]=[CH:16][C:15]([O:18][CH3:19])=[CH:14][CH:13]=1, predict the reactants needed to synthesize it.